Dataset: Catalyst prediction with 721,799 reactions and 888 catalyst types from USPTO. Task: Predict which catalyst facilitates the given reaction. (1) Reactant: [CH:1]([CH:3]([CH2:6][C:7]([CH3:10])([CH3:9])[CH3:8])[C:4]#[N:5])=O.O.[NH2:12][NH2:13]. Product: [CH3:8][C:7]([CH3:10])([CH3:9])[CH2:6][C:3]1[CH:1]=[N:12][NH:13][C:4]=1[NH2:5]. The catalyst class is: 8. (2) Reactant: [NH2:1][C:2]1[N:11]=[C:10]([C:12]([N:14]2[CH2:22][C:21]3[C:16](=[CH:17][CH:18]=[CH:19][CH:20]=3)[CH2:15]2)=[O:13])[C:9]2[C:4](=[CH:5][CH:6]=[C:7]([CH:23]([CH2:29][CH2:30][CH3:31])[C:24]([O:26]CC)=[O:25])[CH:8]=2)[N:3]=1.[OH-].[Na+]. Product: [NH2:1][C:2]1[N:11]=[C:10]([C:12]([N:14]2[CH2:15][C:16]3[C:21](=[CH:20][CH:19]=[CH:18][CH:17]=3)[CH2:22]2)=[O:13])[C:9]2[C:4](=[CH:5][CH:6]=[C:7]([CH:23]([CH2:29][CH2:30][CH3:31])[C:24]([OH:26])=[O:25])[CH:8]=2)[N:3]=1. The catalyst class is: 7.